The task is: Predict the reactants needed to synthesize the given product.. This data is from Full USPTO retrosynthesis dataset with 1.9M reactions from patents (1976-2016). (1) Given the product [OH:29][CH:30]1[CH2:35][CH2:34][N:33]([S:11]([C:8]2[CH:9]=[CH:10][C:5]([O:4][CH2:1][CH2:2][CH3:3])=[C:6]([C:15]3[NH:20][C:19](=[O:21])[C:18]4=[C:22]([CH3:28])[N:23]=[C:24]([CH2:25][CH2:26][CH3:27])[N:17]4[N:16]=3)[CH:7]=2)(=[O:13])=[O:12])[CH2:32][CH2:31]1, predict the reactants needed to synthesize it. The reactants are: [CH2:1]([O:4][C:5]1[CH:10]=[CH:9][C:8]([S:11](Cl)(=[O:13])=[O:12])=[CH:7][C:6]=1[C:15]1[NH:20][C:19](=[O:21])[C:18]2=[C:22]([CH3:28])[N:23]=[C:24]([CH2:25][CH2:26][CH3:27])[N:17]2[N:16]=1)[CH2:2][CH3:3].[OH:29][CH:30]1[CH2:35][CH2:34][NH:33][CH2:32][CH2:31]1. (2) Given the product [CH3:1][C:2]1[CH:3]=[CH:4][C:5]2[NH:10][CH2:9][CH:8]([C:11]([OH:13])=[O:12])[O:7][C:6]=2[CH:16]=1, predict the reactants needed to synthesize it. The reactants are: [CH3:1][C:2]1[CH:3]=[CH:4][C:5]2[NH:10][CH2:9][CH:8]([C:11]([O:13]CC)=[O:12])[O:7][C:6]=2[CH:16]=1.[OH-].[Na+].Cl.